From a dataset of Full USPTO retrosynthesis dataset with 1.9M reactions from patents (1976-2016). Predict the reactants needed to synthesize the given product. (1) Given the product [CH2:1]([NH:3][C:4]([C:6]1[C:14]2[C:9](=[N:10][CH:11]=[C:12]([O:55][C:50]3[CH:51]=[CH:52][CH:53]=[CH:54][C:49]=3[Cl:48])[N:13]=2)[NH:8][CH:7]=1)=[O:5])[CH3:2], predict the reactants needed to synthesize it. The reactants are: [CH2:1]([NH:3][C:4]([C:6]1[C:14]2[C:9](=[N:10][CH:11]=[C:12](Br)[N:13]=2)[N:8](COCC[Si](C)(C)C)[CH:7]=1)=[O:5])[CH3:2].C(NC(C1C2C(=NC=C(Br)N=2)N(COCC[Si](C)(C)C)C=1)=O)(C)C.[Cl:48][C:49]1[CH:54]=[CH:53][CH:52]=[CH:51][C:50]=1[OH:55].C(C1C=C(O)C=CC=1)#N. (2) Given the product [CH:2]1([N:1]2[C:12]3[CH:11]=[CH:10][C:4]([C:5]([OH:7])=[O:6])=[CH:3][C:2]=3[N:1]=[C:31]2[C:28]2[CH:29]=[CH:30][O:26][CH:27]=2)[CH2:3][CH2:4][CH2:10][CH2:11][CH2:12]1, predict the reactants needed to synthesize it. The reactants are: [NH2:1][C:2]1[CH:3]=[C:4]([CH:10]=[CH:11][C:12]=1C1(N)CCCCC1)[C:5]([O:7]CC)=[O:6].OOS([O-])=O.[K+].[O:26]1[CH:30]=[CH:29][C:28]([CH:31]=O)=[CH:27]1.[OH-].[Na+]. (3) Given the product [NH2:1][C:2]1[N:7]([CH3:8])[C:6](=[O:9])[N:5]([CH2:10][C:11]2[CH:16]=[CH:15][C:14]([O:17][CH3:18])=[CH:13][CH:12]=2)[C:4](=[O:19])[C:3]=1[N:20]=[O:21], predict the reactants needed to synthesize it. The reactants are: [NH2:1][C:2]1[N:7]([CH3:8])[C:6](=[O:9])[N:5]([CH2:10][C:11]2[CH:16]=[CH:15][C:14]([O:17][CH3:18])=[CH:13][CH:12]=2)[C:4](=[O:19])[CH:3]=1.[N:20]([O-])=[O:21].[Na+]. (4) The reactants are: [Mg+2].[Cl-].[Cl-].[C:4]([O:12][CH2:13]C)(=[O:11])[CH2:5][C:6]([O:8][CH2:9]C)=[O:7].C(N(CC)CC)C.[CH3:22][O:23][C:24]1[CH:25]=[C:26]([CH:30]=[CH:31][C:32]=1[O:33][CH3:34])[C:27](Cl)=[O:28].Cl. Given the product [CH3:22][O:23][C:24]1[CH:25]=[C:26]([CH:30]=[CH:31][C:32]=1[O:33][CH3:34])[C:27]([CH:5]([C:4]([O:12][CH3:13])=[O:11])[C:6]([O:8][CH3:9])=[O:7])=[O:28], predict the reactants needed to synthesize it. (5) Given the product [Cl:1][C:2]1[C:3]([F:28])=[C:4]([CH:8]2[C:12]([C:15]3[CH:20]=[CH:19][C:18]([Cl:21])=[CH:17][C:16]=3[F:22])([C:13]#[N:14])[CH:11]([CH2:23][C:24]([CH3:25])([CH3:27])[CH3:26])[CH2:10][N:9]2[S:45]([C:41]2[CH:40]=[N:39][CH:44]=[CH:43][CH:42]=2)(=[O:47])=[O:46])[CH:5]=[CH:6][CH:7]=1, predict the reactants needed to synthesize it. The reactants are: [Cl:1][C:2]1[C:3]([F:28])=[C:4]([CH:8]2[C:12]([C:15]3[CH:20]=[CH:19][C:18]([Cl:21])=[CH:17][C:16]=3[F:22])([C:13]#[N:14])[CH:11]([CH2:23][C:24]([CH3:27])([CH3:26])[CH3:25])[CH2:10][NH:9]2)[CH:5]=[CH:6][CH:7]=1.CCN(C(C)C)C(C)C.Cl.[N:39]1[CH:44]=[CH:43][CH:42]=[C:41]([S:45](Cl)(=[O:47])=[O:46])[CH:40]=1. (6) Given the product [O:17]=[C:15]([N:25]1[CH2:26][CH2:27][CH:28]([C:31]2[O:32][C:33]([C:36]3[CH:37]=[CH:38][C:39]([CH3:42])=[CH:40][CH:41]=3)=[N:34][N:35]=2)[CH2:29][CH2:30]1)[CH2:14][CH2:13][CH2:12][C:4]1[NH:3][C:2](=[O:1])[C:11]2[C:6](=[CH:7][CH:8]=[CH:9][CH:10]=2)[N:5]=1, predict the reactants needed to synthesize it. The reactants are: [O:1]=[C:2]1[C:11]2[C:6](=[CH:7][CH:8]=[CH:9][CH:10]=2)[N:5]=[C:4]([CH2:12][CH2:13][CH2:14][C:15]([OH:17])=O)[NH:3]1.FC(F)(F)C(O)=O.[NH:25]1[CH2:30][CH2:29][CH:28]([C:31]2[O:32][C:33]([C:36]3[CH:41]=[CH:40][C:39]([CH3:42])=[CH:38][CH:37]=3)=[N:34][N:35]=2)[CH2:27][CH2:26]1. (7) Given the product [O:1]1[C:5]2[CH:6]=[CH:7][C:8]([CH:10]([OH:49])[CH2:11][S:12][C@H:13]3[C:16](=[O:17])[N:15]([C:18]4[CH:19]=[CH:20][C:21]([F:24])=[CH:22][CH:23]=4)[C@@H:14]3[C:25]3[CH:48]=[CH:47][C:28]([O:29][CH2:30][C:31]([OH:32])=[O:53])=[CH:27][CH:26]=3)=[CH:9][C:4]=2[O:3][CH2:2]1, predict the reactants needed to synthesize it. The reactants are: [O:1]1[C:5]2[CH:6]=[CH:7][C:8]([CH:10]([OH:49])[CH2:11][S:12][C@H:13]3[C:16](=[O:17])[N:15]([C:18]4[CH:23]=[CH:22][C:21]([F:24])=[CH:20][CH:19]=4)[C@@H:14]3[C:25]3[CH:48]=[CH:47][C:28]([O:29][CH2:30][C:31](NCC(N[C@@H](C(O)=O)CCCCN)=O)=[O:32])=[CH:27][CH:26]=3)=[CH:9][C:4]=2[O:3][CH2:2]1.[BH4-].[Na+].C[OH:53].